This data is from Catalyst prediction with 721,799 reactions and 888 catalyst types from USPTO. The task is: Predict which catalyst facilitates the given reaction. (1) Reactant: Cl.[CH2:2]([O:9][C:10](=[O:16])[C@H:11]1[CH2:15][CH2:14][CH2:13][NH:12]1)[C:3]1[CH:8]=[CH:7][CH:6]=[CH:5][CH:4]=1.[C:17]([CH2:20][C:21]1[N:26]=[C:25]([CH2:27][C:28]([OH:30])=O)[CH:24]=[CH:23][CH:22]=1)([OH:19])=O. Product: [CH2:2]([O:9][C:10]([C@H:11]1[CH2:15][CH2:14][CH2:13][N:12]1[C:17](=[O:19])[CH2:20][C:21]1[CH:22]=[CH:23][CH:24]=[C:25]([CH2:27][C:28]([N:12]2[CH2:13][CH2:14][CH2:15][C@@H:11]2[C:10]([O:9][CH2:2][C:3]2[CH:8]=[CH:7][CH:6]=[CH:5][CH:4]=2)=[O:16])=[O:30])[N:26]=1)=[O:16])[C:3]1[CH:4]=[CH:5][CH:6]=[CH:7][CH:8]=1. The catalyst class is: 191. (2) Reactant: [CH3:1][C:2]1([CH3:11])[C:8](=[O:9])[C:6]2([CH3:10])[CH2:7][CH:3]1[CH2:4][CH2:5]2.O1CC[CH2:14][CH2:13]1. The catalyst class is: 6. Product: [C:13]([C:8]1([OH:9])[C:2]([CH3:11])([CH3:1])[CH:3]2[CH2:7][C:6]1([CH3:10])[CH2:5][CH2:4]2)#[CH:14]. (3) Product: [CH3:14][O:15][C:16]1[CH:21]=[C:20]([CH3:22])[C:19]([S:23]([NH:1][C@H:2]([CH2:3][OH:4])[C:5]([OH:7])=[O:6])(=[O:24])=[O:25])=[C:18]([CH3:27])[C:17]=1[CH3:28]. Reactant: [NH2:1][C@@H:2]([C:5]([OH:7])=[O:6])[CH2:3][OH:4].C[Si](C#N)(C)C.[CH3:14][O:15][C:16]1[CH:21]=[C:20]([CH3:22])[C:19]([S:23](Cl)(=[O:25])=[O:24])=[C:18]([CH3:27])[C:17]=1[CH3:28].CO. The catalyst class is: 10. (4) The catalyst class is: 11. Reactant: C1(C)C=CC(S(O)(=O)=O)=CC=1.Cl[C:13]1[N:18]=[C:17]([NH:19][CH:20]([CH3:22])[CH3:21])[C:16]([Cl:23])=[CH:15][N:14]=1.[CH2:24]([S:27][C:28]1[CH:29]=[C:30]([CH:32]=[CH:33][CH:34]=1)[NH2:31])[CH2:25][CH3:26]. Product: [Cl:23][C:16]1[C:17]([NH:19][CH:20]([CH3:22])[CH3:21])=[N:18][C:13]([NH:31][C:30]2[CH:32]=[CH:33][CH:34]=[C:28]([S:27][CH2:24][CH2:25][CH3:26])[CH:29]=2)=[N:14][CH:15]=1. (5) Reactant: C[Si]([N-][Si](C)(C)C)(C)C.[Li+].[C:11]([O:15][C:16]([N:18]1[C@@H:23]2[CH2:24][CH2:25][C@H:19]1[CH2:20][CH:21]([C:26]#[N:27])[CH2:22]2)=[O:17])([CH3:14])([CH3:13])[CH3:12].[Br:28][C:29]1[CH:30]=[N:31][CH:32]=[C:33](F)[CH:34]=1.O. Product: [C:11]([O:15][C:16]([N:18]1[C@@H:23]2[CH2:24][CH2:25][C@H:19]1[CH2:20][C:21]([C:33]1[CH:32]=[N:31][CH:30]=[C:29]([Br:28])[CH:34]=1)([C:26]#[N:27])[CH2:22]2)=[O:17])([CH3:14])([CH3:12])[CH3:13]. The catalyst class is: 7. (6) Reactant: [CH3:1][N:2]([CH3:33])[C:3]1([C:26]2[CH:31]=[CH:30][C:29]([F:32])=[CH:28][CH:27]=2)[CH2:8][CH2:7][C:6](=[CH:9][C:10]([N:12]2[CH2:16][CH2:15][CH:14]([C:17]3[C:25]4[C:20](=[CH:21][CH:22]=[CH:23][CH:24]=4)[NH:19][CH:18]=3)[CH2:13]2)=[O:11])[CH2:5][CH2:4]1. Product: [CH3:33][N:2]([CH3:1])[C:3]1([C:26]2[CH:27]=[CH:28][C:29]([F:32])=[CH:30][CH:31]=2)[CH2:8][CH2:7][CH:6]([CH2:9][C:10]([N:12]2[CH2:16][CH2:15][CH:14]([C:17]3[C:25]4[C:20](=[CH:21][CH:22]=[CH:23][CH:24]=4)[NH:19][CH:18]=3)[CH2:13]2)=[O:11])[CH2:5][CH2:4]1. The catalyst class is: 43. (7) Reactant: [H-].[Na+].CS(C)=O.Cl.[NH2:8][C:9]1[CH:14]=[CH:13][C:12]([OH:15])=[CH:11][C:10]=1[Cl:16].Cl[C:18]1[C:27]2[C:22](=[CH:23][C:24]([O:30][CH3:31])=[C:25]([O:28][CH3:29])[CH:26]=2)[N:21]=[CH:20][CH:19]=1. Product: [Cl:16][C:10]1[CH:11]=[C:12]([O:15][C:18]2[C:27]3[C:22](=[CH:23][C:24]([O:30][CH3:31])=[C:25]([O:28][CH3:29])[CH:26]=3)[N:21]=[CH:20][CH:19]=2)[CH:13]=[CH:14][C:9]=1[NH2:8]. The catalyst class is: 6.